This data is from Forward reaction prediction with 1.9M reactions from USPTO patents (1976-2016). The task is: Predict the product of the given reaction. Given the reactants Cl[C:2]1[N:7]=[C:6]([C:8]2[CH:13]=[C:12]([Cl:14])[CH:11]=[CH:10][C:9]=2[F:15])[N:5]=[C:4]2[O:16][N:17]=[C:18]([CH3:19])[C:3]=12.[CH3:20][O:21][C:22](=[O:30])[C:23]1[C:28]([NH2:29])=[CH:27][CH:26]=[N:25][CH:24]=1.C(=O)([O-])[O-].[Cs+].[Cs+], predict the reaction product. The product is: [CH3:20][O:21][C:22](=[O:30])[C:23]1[C:28]([NH:29][C:2]2[N:7]=[C:6]([C:8]3[CH:13]=[C:12]([Cl:14])[CH:11]=[CH:10][C:9]=3[F:15])[N:5]=[C:4]3[O:16][N:17]=[C:18]([CH3:19])[C:3]=23)=[CH:27][CH:26]=[N:25][CH:24]=1.